This data is from Reaction yield outcomes from USPTO patents with 853,638 reactions. The task is: Predict the reaction yield, written as a fraction of the theoretical maximum amount of product (1.0 means a 100% yield; for example, 0.34 means a 34% yield). The reactants are C(OC(=O)[N:7]([CH2:17][C:18]1[CH:23]=[CH:22][C:21]([F:24])=[CH:20][CH:19]=1)[C:8]1[CH:9]=[N:10][CH:11]=[CH:12][C:13]=1[N+:14]([O-])=O)(C)(C)C.[CH3:26][C:27]([Mg]Br)=[CH:28][CH3:29].[Cl-:32].[NH4+]. The catalyst is O1CCCC1. The product is [ClH:32].[F:24][C:21]1[CH:20]=[CH:19][C:18]([CH2:17][NH:7][C:8]2[C:13]3[NH:14][C:28]([CH3:29])=[C:27]([CH3:26])[C:12]=3[CH:11]=[N:10][CH:9]=2)=[CH:23][CH:22]=1. The yield is 0.350.